From a dataset of Forward reaction prediction with 1.9M reactions from USPTO patents (1976-2016). Predict the product of the given reaction. (1) Given the reactants [NH:1]1[C:9]2[C:4](=[CH:5][CH:6]=[CH:7][CH:8]=2)[CH2:3][C:2]1=[O:10].[N:11]1([CH2:16][CH2:17][O:18][C:19]2[CH:20]=[C:21]3[C:25](=[CH:26][CH:27]=2)[NH:24][C:23]([CH:28]=O)=[CH:22]3)[CH2:15][CH2:14][CH2:13][CH2:12]1.N1CCCCC1, predict the reaction product. The product is: [N:11]1([CH2:16][CH2:17][O:18][C:19]2[CH:20]=[C:21]3[C:25](=[CH:26][CH:27]=2)[NH:24][C:23]([CH:28]=[C:3]2[C:4]4[C:9](=[CH:8][CH:7]=[CH:6][CH:5]=4)[NH:1][C:2]2=[O:10])=[CH:22]3)[CH2:12][CH2:13][CH2:14][CH2:15]1. (2) The product is: [F:1][C:2]1[CH:7]=[CH:6][C:5]([F:8])=[CH:4][C:3]=1[C@H:9]1[CH2:13][CH2:12][CH2:11][N:10]1[C:14]1[CH:19]=[CH:18][N:17]2[N:20]=[CH:21][C:22]([C:23]3[N:24]=[N:25][N:26]([CH:28]4[CH2:32][CH2:31][NH:30][CH2:29]4)[CH:27]=3)=[C:16]2[N:15]=1. Given the reactants [F:1][C:2]1[CH:7]=[CH:6][C:5]([F:8])=[CH:4][C:3]=1[C@H:9]1[CH2:13][CH2:12][CH2:11][N:10]1[C:14]1[CH:19]=[CH:18][N:17]2[N:20]=[CH:21][C:22]([C:23]3[N:24]=[N:25][N:26]([CH:28]4[CH2:32][CH2:31][N:30](C(OC(C)(C)C)=O)[CH2:29]4)[CH:27]=3)=[C:16]2[N:15]=1.C(O)(C(F)(F)F)=O, predict the reaction product. (3) Given the reactants [CH2:1]([O:3][C:4]1[C:5](/[C:16](/[CH2:29][CH3:30])=[C:17](/[F:28])\[CH:18]=[CH:19]\[C:20](\[CH3:27])=[CH:21]\[C:22]([O:24]CC)=[O:23])=[CH:6][C:7]2[CH:8]=[CH:9][CH2:10][C:11]([CH3:15])([CH3:14])[C:12]=2[CH:13]=1)[CH3:2].[OH-].[Na+], predict the reaction product. The product is: [CH2:1]([O:3][C:4]1[C:5](/[C:16](/[CH2:29][CH3:30])=[C:17](/[F:28])\[CH:18]=[CH:19]\[C:20](\[CH3:27])=[CH:21]\[C:22]([OH:24])=[O:23])=[CH:6][C:7]2[CH:8]=[CH:9][CH2:10][C:11]([CH3:14])([CH3:15])[C:12]=2[CH:13]=1)[CH3:2]. (4) Given the reactants Cl[C:2]1[N:7]=[C:6]([NH:8][C:9]2[CH:14]=[CH:13][C:12]([O:15][CH3:16])=[CH:11][C:10]=2[NH:17][S:18]([CH3:21])(=[O:20])=[O:19])[C:5]([Cl:22])=[CH:4][N:3]=1.[CH3:23][C:24]1[CH:30]=[C:29]([F:31])[CH:28]=[CH:27][C:25]=1[NH2:26], predict the reaction product. The product is: [Cl:22][C:5]1[C:6]([NH:8][C:9]2[CH:14]=[CH:13][C:12]([O:15][CH3:16])=[CH:11][C:10]=2[NH:17][S:18]([CH3:21])(=[O:20])=[O:19])=[N:7][C:2]([NH:26][C:25]2[CH:27]=[CH:28][C:29]([F:31])=[CH:30][C:24]=2[CH3:23])=[N:3][CH:4]=1.